Dataset: Forward reaction prediction with 1.9M reactions from USPTO patents (1976-2016). Task: Predict the product of the given reaction. (1) Given the reactants [Cl:1][C:2]1[CH:3]=[C:4]([CH:7]=[C:8]([F:20])[C:9]=1[C:10]1[S:11][C:12]2[C:13](Cl)=[N:14][CH:15]=[CH:16][C:17]=2[N:18]=1)[C:5]#[N:6].C[Si]([Br:25])(C)C, predict the reaction product. The product is: [Br:25][C:13]1[C:12]2[S:11][C:10]([C:9]3[C:8]([F:20])=[CH:7][C:4]([C:5]#[N:6])=[CH:3][C:2]=3[Cl:1])=[N:18][C:17]=2[CH:16]=[CH:15][N:14]=1. (2) Given the reactants [C:1]([O:5][C:6](=[O:35])[NH:7][CH2:8][C:9]1[CH:34]=[CH:33][C:12]2[N:13]([CH2:28][CH2:29][CH2:30][CH2:31][OH:32])[C:14]([CH2:16][N:17]3[C:25]4[C:20](=[CH:21][CH:22]=[CH:23][CH:24]=4)[C:19]([CH:26]=[CH2:27])=[N:18]3)=[N:15][C:11]=2[CH:10]=1)([CH3:4])([CH3:3])[CH3:2], predict the reaction product. The product is: [C:1]([O:5][C:6](=[O:35])[NH:7][CH2:8][C:9]1[CH:34]=[CH:33][C:12]2[N:13]([CH2:28][CH2:29][CH2:30][CH2:31][OH:32])[C:14]([CH2:16][N:17]3[C:25]4[C:20](=[CH:21][CH:22]=[CH:23][CH:24]=4)[C:19]([CH2:26][CH3:27])=[N:18]3)=[N:15][C:11]=2[CH:10]=1)([CH3:2])([CH3:3])[CH3:4].